Dataset: Forward reaction prediction with 1.9M reactions from USPTO patents (1976-2016). Task: Predict the product of the given reaction. (1) Given the reactants [CH3:1][C:2]1([C:8]2[CH:9]=[C:10]([NH:14][S:15]([CH3:18])(=[O:17])=[O:16])[CH:11]=[CH:12][CH:13]=2)[CH:7]2[CH:3]1[CH2:4][NH:5][CH2:6]2.C(=O)([O-])O.[Na+].Br[CH2:25]/[CH:26]=[CH:27]/[C:28]1[CH:33]=[CH:32][CH:31]=[CH:30][CH:29]=1.C(OCC)C, predict the reaction product. The product is: [NH3:5].[CH3:1][C:2]1([C:8]2[CH:9]=[C:10]([NH:14][S:15]([CH3:18])(=[O:17])=[O:16])[CH:11]=[CH:12][CH:13]=2)[CH:7]2[CH:3]1[CH2:4][N:5]([CH2:25]/[CH:26]=[CH:27]/[C:28]1[CH:33]=[CH:32][CH:31]=[CH:30][CH:29]=1)[CH2:6]2. (2) Given the reactants C([O:3][C:4]([C:6]1[N:7]=[C:8]([CH2:11][O:12][C:13]2[CH:18]=[CH:17][C:16](I)=[CH:15][CH:14]=2)[S:9][CH:10]=1)=[O:5])C.[Cl:20][C:21]1[C:26](B(O)O)=[CH:25][CH:24]=[CH:23][N:22]=1, predict the reaction product. The product is: [Cl:20][C:21]1[C:26]([C:16]2[CH:15]=[CH:14][C:13]([O:12][CH2:11][C:8]3[S:9][CH:10]=[C:6]([C:4]([OH:3])=[O:5])[N:7]=3)=[CH:18][CH:17]=2)=[CH:25][CH:24]=[CH:23][N:22]=1. (3) Given the reactants [NH2:1][C:2]1[CH:3]=[C:4]([C:8]2[N:9]([C:17]([NH2:19])=[O:18])[C:10]3[C:15]([CH:16]=2)=[CH:14][CH:13]=[CH:12][CH:11]=3)[CH:5]=[CH:6][CH:7]=1.[C:20]1([CH3:29])[CH:25]=[CH:24][CH:23]=[C:22]([C:26](O)=[O:27])[CH:21]=1.Cl.CN(C)CCCN=C=NCC, predict the reaction product. The product is: [CH3:29][C:20]1[CH:21]=[C:22]([CH:23]=[CH:24][CH:25]=1)[C:26]([NH:1][C:2]1[CH:3]=[C:4]([C:8]2[N:9]([C:17]([NH2:19])=[O:18])[C:10]3[C:15]([CH:16]=2)=[CH:14][CH:13]=[CH:12][CH:11]=3)[CH:5]=[CH:6][CH:7]=1)=[O:27]. (4) Given the reactants [N+:1]([C:4]1[CH:9]=[CH:8][C:7]([S:10]([N:13]2[CH2:18][CH2:17][CH:16]([N:19]3[CH2:24][CH2:23][O:22][CH2:21][CH2:20]3)[CH2:15][CH2:14]2)(=[O:12])=[O:11])=[CH:6][CH:5]=1)([O-])=O, predict the reaction product. The product is: [O:22]1[CH2:23][CH2:24][N:19]([CH:16]2[CH2:15][CH2:14][N:13]([S:10]([C:7]3[CH:8]=[CH:9][C:4]([NH2:1])=[CH:5][CH:6]=3)(=[O:12])=[O:11])[CH2:18][CH2:17]2)[CH2:20][CH2:21]1. (5) Given the reactants C([O:8][C:9](=[O:43])[C:10]1[CH:15]=[CH:14][C:13]([O:16]CC2C=CC=CC=2)=[CH:12][C:11]=1[NH:24][C:25]1[C:34]2[C:29](=[CH:30][CH:31]=[C:32]([O:35][Si](C(C)(C)C)(C)C)[CH:33]=2)[CH:28]=[CH:27][CH:26]=1)C1C=CC=CC=1.[F-].C([N+](CCCC)(CCCC)CCCC)CCC, predict the reaction product. The product is: [OH:16][C:13]1[CH:14]=[CH:15][C:10]([C:9]([OH:43])=[O:8])=[C:11]([NH:24][C:25]2[C:34]3[C:29](=[CH:30][CH:31]=[C:32]([OH:35])[CH:33]=3)[CH:28]=[CH:27][CH:26]=2)[CH:12]=1. (6) Given the reactants [CH2:1]1[CH:5]2[C@@H:6]3[CH:10]=[CH:9][C@H:8]([CH:4]2[CH:3]=[CH:2]1)[CH2:7]3.[O:11]1[C:16]2[CH:17]=[CH:18][CH:19]=[CH:20][C:15]=2C=C[NH:12]1, predict the reaction product. The product is: [CH2:1]1[CH:5]2[C@@H:6]3[CH:10]=[CH:9][C@H:8]([CH:4]2[CH:3]=[CH:2]1)[CH2:7]3.[C:16]1([OH:11])[CH:17]=[CH:18][CH:19]=[CH:20][CH:15]=1.[NH2:12][C:4]1[CH:8]=[CH:9][CH:10]=[CH:6][CH:5]=1.[CH2:16]=[O:11]. (7) Given the reactants COP(=O)OC.[C:7](=O)([O-])[O-].[K+].[K+].[CH:13]1([N:16]2[C:20]([CH3:21])=[C:19]([CH:22]=O)[N:18]=[C:17]2[CH3:24])[CH2:15][CH2:14]1, predict the reaction product. The product is: [CH:13]1([N:16]2[C:20]([CH3:21])=[C:19]([C:22]#[CH:7])[N:18]=[C:17]2[CH3:24])[CH2:15][CH2:14]1. (8) Given the reactants [Cl:1][C:2]1[CH:3]=[CH:4][C:5]([C:24]([O:26]C)=[O:25])=[C:6]([NH:8][C:9](=[O:23])/[CH:10]=[CH:11]/[C:12]2[CH:17]=[CH:16][C:15]([CH2:18][CH2:19][CH2:20][CH2:21][CH3:22])=[CH:14][CH:13]=2)[CH:7]=1.[OH-].[Na+], predict the reaction product. The product is: [C:24]([C:5]1[CH:4]=[CH:3][C:2]([Cl:1])=[CH:7][C:6]=1[NH:8][C:9](=[O:23])/[CH:10]=[CH:11]/[C:12]1[CH:13]=[CH:14][C:15]([CH2:18][CH2:19][CH2:20][CH2:21][CH3:22])=[CH:16][CH:17]=1)([OH:26])=[O:25]. (9) Given the reactants [ClH:1].[O:2]([C:9]1[CH:14]=[CH:13][C:12]([S:15]([CH2:18][C:19]2([C:28]([OH:30])=O)[CH2:24][CH2:23][N:22]([CH2:25][C:26]#[CH:27])[CH2:21][CH2:20]2)(=[O:17])=[O:16])=[CH:11][CH:10]=1)[C:3]1[CH:8]=[CH:7][CH:6]=[CH:5][CH:4]=1.Cl.CN(C)CCCN=C=NCC.CN1CCOCC1.[NH2:50][OH:51], predict the reaction product. The product is: [ClH:1].[OH:51][NH:50][C:28]([C:19]1([CH2:18][S:15]([C:12]2[CH:13]=[CH:14][C:9]([O:2][C:3]3[CH:4]=[CH:5][CH:6]=[CH:7][CH:8]=3)=[CH:10][CH:11]=2)(=[O:16])=[O:17])[CH2:24][CH2:23][N:22]([CH2:25][C:26]#[CH:27])[CH2:21][CH2:20]1)=[O:30].